This data is from Catalyst prediction with 721,799 reactions and 888 catalyst types from USPTO. The task is: Predict which catalyst facilitates the given reaction. Reactant: C(OC([N:8]1[CH2:13][CH2:12][CH:11]([N:14]2[C:19]3=[N:20][C:21]([NH:24][C:25]4[CH:30]=[CH:29][CH:28]=[CH:27][CH:26]=4)=[N:22][CH:23]=[C:18]3[CH2:17][N:16]([C:31]3[CH:36]=[CH:35][C:34]([O:37][CH3:38])=[CH:33][CH:32]=3)[C:15]2=[O:39])[CH2:10][CH2:9]1)=O)(C)(C)C.O. Product: [CH3:38][O:37][C:34]1[CH:33]=[CH:32][C:31]([N:16]2[CH2:17][C:18]3[C:19](=[N:20][C:21]([NH:24][C:25]4[CH:30]=[CH:29][CH:28]=[CH:27][CH:26]=4)=[N:22][CH:23]=3)[N:14]([CH:11]3[CH2:12][CH2:13][NH:8][CH2:9][CH2:10]3)[C:15]2=[O:39])=[CH:36][CH:35]=1. The catalyst class is: 330.